This data is from Forward reaction prediction with 1.9M reactions from USPTO patents (1976-2016). The task is: Predict the product of the given reaction. (1) Given the reactants [C:1]1(CO)[CH:6]=[CH:5][C:4]([CH2:7][OH:8])=[CH:3][CH:2]=1.C(O)(=O)CC[C:14](C)=[O:15].C(N=C=NC(C)C)(C)C, predict the reaction product. The product is: [C:3]1([CH2:14][OH:15])[C:4]([CH2:7][OH:8])=[CH:5][CH:6]=[CH:1][CH:2]=1. (2) Given the reactants [CH3:1][C:2]1([CH3:11])[O:7][C:6](=[O:8])[CH:5]([CH3:9])[C:4](=[O:10])[O:3]1.ClC[C:14]1[CH:21]=[CH:20][C:17]([CH:18]=[CH2:19])=[CH:16][CH:15]=1.C(=O)([O-])[O-].[K+].[K+].C1C2NC3C(=CC=CC=3)SC=2C=CC=1, predict the reaction product. The product is: [CH3:11][C:2]1([CH3:1])[O:3][C:4](=[O:10])[CH:5]([CH2:9][C:14]2[CH:21]=[CH:20][C:17]([CH:18]=[CH2:19])=[CH:16][CH:15]=2)[C:6](=[O:8])[O:7]1. (3) Given the reactants [Cl:1][C:2]1[CH:3]=[C:4]([CH:23]=[CH:24][C:25]=1[O:26][CH2:27][C:28]1[CH:33]=[CH:32][CH:31]=[C:30]([F:34])[CH:29]=1)[NH:5][C:6]1[C:15]2[C:10](=[CH:11][CH:12]=[CH:13][C:14]=2[O:16][CH:17]2[CH2:22][CH2:21][NH:20][CH2:19][CH2:18]2)[N:9]=[CH:8][N:7]=1.[CH2:35](Br)[CH2:36][CH3:37].C(=O)([O-])[O-].[K+].[K+], predict the reaction product. The product is: [Cl:1][C:2]1[CH:3]=[C:4]([CH:23]=[CH:24][C:25]=1[O:26][CH2:27][C:28]1[CH:33]=[CH:32][CH:31]=[C:30]([F:34])[CH:29]=1)[NH:5][C:6]1[C:15]2[C:10](=[CH:11][CH:12]=[CH:13][C:14]=2[O:16][CH:17]2[CH2:22][CH2:21][N:20]([CH2:35][CH2:36][CH3:37])[CH2:19][CH2:18]2)[N:9]=[CH:8][N:7]=1. (4) Given the reactants [CH2:1]([N:8]([CH3:16])[C:9]1[CH:14]=[N:13][CH:12]=[C:11](Cl)[N:10]=1)[C:2]1[CH:7]=[CH:6][CH:5]=[CH:4][CH:3]=1.[CH3:17][O:18][C:19]1[CH:24]=[C:23](B2OC(C)(C)C(C)(C)O2)[CH:22]=[CH:21][C:20]=1[OH:34], predict the reaction product. The product is: [CH2:1]([N:8]([CH3:16])[C:9]1[N:10]=[C:11]([C:23]2[CH:22]=[CH:21][C:20]([OH:34])=[C:19]([O:18][CH3:17])[CH:24]=2)[CH:12]=[N:13][CH:14]=1)[C:2]1[CH:7]=[CH:6][CH:5]=[CH:4][CH:3]=1. (5) The product is: [CH2:1]([C:3]1[CH:8]=[C:7]([OH:13])[CH:6]=[C:5]([CH:9]([CH3:11])[CH3:10])[C:4]=1[OH:12])[CH3:2]. Given the reactants [CH2:1]([C:3]1[CH:8]=[CH:7][CH:6]=[C:5]([CH:9]([CH3:11])[CH3:10])[C:4]=1[OH:12])[CH3:2].[OH2:13], predict the reaction product. (6) Given the reactants [CH2:1]([O:3][C:4]1[CH:11]=[CH:10][CH:9]=[CH:8][C:5]=1[CH:6]=O)[CH3:2].[NH2:12][C:13]1[CH:17]=[CH:16][NH:15][N:14]=1.O=[C:19]([CH2:26][CH2:27][CH3:28])[CH2:20][C:21]([O:23][CH2:24][CH3:25])=[O:22], predict the reaction product. The product is: [CH2:1]([O:3][C:4]1[CH:11]=[CH:10][CH:9]=[CH:8][C:5]=1[CH:6]1[C:20]([C:21]([O:23][CH2:24][CH3:25])=[O:22])=[C:19]([CH2:26][CH2:27][CH3:28])[NH:12][C:13]2=[N:14][NH:15][CH:16]=[C:17]12)[CH3:2].